This data is from Catalyst prediction with 721,799 reactions and 888 catalyst types from USPTO. The task is: Predict which catalyst facilitates the given reaction. (1) Reactant: [Cl:1][C:2]1[CH:11]=[CH:10][CH:9]=[C:8]([CH:12]=O)[C:3]=1[C:4]([O:6]C)=[O:5].[N:14]1([C:20]([O:22][C:23]([CH3:26])([CH3:25])[CH3:24])=[O:21])[CH2:19][CH2:18][NH:17][CH2:16][CH2:15]1.ClCCCl.C(O[BH-](OC(=O)C)OC(=O)C)(=O)C.[Na+]. Product: [C:23]([O:22][C:20]([N:14]1[CH2:19][CH2:18][N:17]([CH2:12][C:8]2[CH:9]=[CH:10][CH:11]=[C:2]([Cl:1])[C:3]=2[C:4]([OH:6])=[O:5])[CH2:16][CH2:15]1)=[O:21])([CH3:26])([CH3:24])[CH3:25]. The catalyst class is: 6. (2) Reactant: [C:1]1([CH:11]=[O:12])[C:10]2[C:5](=[CH:6][CH:7]=[CH:8][CH:9]=2)[CH:4]=[CH:3][CH:2]=1.Cl[CH2:14][C:15]([O:17][CH2:18][CH3:19])=[O:16].C[Si]([N-][Si](C)(C)C)(C)C.[Na+]. Product: [CH2:18]([O:17][C:15]([CH:14]1[CH:11]([C:1]2[C:10]3[C:5](=[CH:6][CH:7]=[CH:8][CH:9]=3)[CH:4]=[CH:3][CH:2]=2)[O:12]1)=[O:16])[CH3:19]. The catalyst class is: 7. (3) Reactant: [Br:1][C:2]1[CH:7]=[CH:6][C:5]([O:8][C:9]2[CH:14]=[CH:13][CH:12]=[CH:11][CH:10]=2)=[CH:4][C:3]=1[O:15]C.B(Br)(Br)Br. Product: [Br:1][C:2]1[CH:7]=[CH:6][C:5]([O:8][C:9]2[CH:14]=[CH:13][CH:12]=[CH:11][CH:10]=2)=[CH:4][C:3]=1[OH:15]. The catalyst class is: 2. (4) Reactant: [H-].[Al+3].[Li+].[H-].[H-].[H-].[C:7]([CH:9]1[S:13][C:12]([C:14]2[NH:15][C:16]3[C:21]([CH:22]=2)=[CH:20][CH:19]=[CH:18][C:17]=3[N:23]([CH3:32])[S:24]([C:27]2[S:28][CH:29]=[CH:30][CH:31]=2)(=[O:26])=[O:25])=[N:11][CH2:10]1)#[N:8].[OH-].[Na+]. Product: [NH2:8][CH2:7][CH:9]1[S:13][C:12]([C:14]2[NH:15][C:16]3[C:21]([CH:22]=2)=[CH:20][CH:19]=[CH:18][C:17]=3[N:23]([CH3:32])[S:24]([C:27]2[S:28][CH:29]=[CH:30][CH:31]=2)(=[O:26])=[O:25])=[N:11][CH2:10]1. The catalyst class is: 7.